Dataset: Forward reaction prediction with 1.9M reactions from USPTO patents (1976-2016). Task: Predict the product of the given reaction. Given the reactants [OH:1][CH2:2][CH2:3][CH2:4][CH:5]1[CH2:10][CH2:9][N:8]([C:11]#[N:12])[CH2:7][CH2:6]1.[OH:13][NH:14][C:15](=N)[CH2:16][CH2:17][CH3:18], predict the reaction product. The product is: [CH2:16]([C:15]1[N:12]=[C:11]([N:8]2[CH2:7][CH2:6][CH:5]([CH2:4][CH2:3][CH2:2][OH:1])[CH2:10][CH2:9]2)[O:13][N:14]=1)[CH2:17][CH3:18].